Dataset: Reaction yield outcomes from USPTO patents with 853,638 reactions. Task: Predict the reaction yield, written as a fraction of the theoretical maximum amount of product (1.0 means a 100% yield; for example, 0.34 means a 34% yield). (1) The reactants are [NH2:1][C:2]1[C:3]([C:8]([NH:11][C:12]2[CH:17]=[CH:16][CH:15]=[C:14]([F:18])[C:13]=2[F:19])=[N:9][NH2:10])=[N:4][CH:5]=[CH:6][N:7]=1.C1N=CN([C:25](N2C=NC=C2)=[O:26])C=1. The catalyst is C1COCC1. The product is [NH2:1][C:2]1[C:3]([C:8]2[N:11]([C:12]3[CH:17]=[CH:16][CH:15]=[C:14]([F:18])[C:13]=3[F:19])[C:25]([OH:26])=[N:10][N:9]=2)=[N:4][CH:5]=[CH:6][N:7]=1. The yield is 0.910. (2) The reactants are [Cl:1][C:2]1[CH:3]=[C:4]([NH:13][CH:14]2[CH2:19][CH2:18][O:17][CH2:16][CH2:15]2)[C:5]([CH3:12])=[C:6]([CH:11]=1)[C:7]([O:9][CH3:10])=[O:8].C(=O)([O-])[O-].[Cs+].[Cs+].[CH2:26](I)[CH3:27]. The catalyst is O=[N+]([O-])[O-].[O-][N+](=O)[O-].[O-][N+](=O)[O-].[O-][N+](=O)[O-].[O-][N+](=O)[O-].[O-][N+](=O)[O-].[Ce+4].[NH4+].[NH4+]. The product is [Cl:1][C:2]1[CH:3]=[C:4]([N:13]([CH2:26][CH3:27])[CH:14]2[CH2:19][CH2:18][O:17][CH2:16][CH2:15]2)[C:5]([CH3:12])=[C:6]([CH:11]=1)[C:7]([O:9][CH3:10])=[O:8]. The yield is 0.340. (3) The reactants are N1CCCCC1.[CH3:7][O:8][C:9]1[CH:10]=[C:11]([CH:14]=[CH:15][C:16]=1[O:17][CH2:18][C:19]#[CH:20])[CH:12]=O.C([CH2:24][C:25]([NH:27][C:28]1[CH:36]=[CH:35][CH:34]=[CH:33][C:29]=1[C:30]([OH:32])=[O:31])=[O:26])(O)=O. The catalyst is C1(C)C=CC=CC=1. The product is [CH3:7][O:8][C:9]1[CH:10]=[C:11](/[CH:12]=[CH:24]/[C:25]([NH:27][C:28]2[CH:36]=[CH:35][CH:34]=[CH:33][C:29]=2[C:30]([OH:32])=[O:31])=[O:26])[CH:14]=[CH:15][C:16]=1[O:17][CH2:18][C:19]#[CH:20]. The yield is 0.610. (4) The reactants are [NH2:1][C:2]1[CH:10]=[C:9]([F:11])[CH:8]=[CH:7][C:3]=1[C:4]([OH:6])=[O:5].CN(C=O)C.[Cl:17]N1C(=O)CCC1=O. The catalyst is O. The product is [NH2:1][C:2]1[CH:10]=[C:9]([F:11])[C:8]([Cl:17])=[CH:7][C:3]=1[C:4]([OH:6])=[O:5]. The yield is 0.740. (5) The reactants are [Cl:1][C:2]1[C:6]([CH2:7][N:8]([S:10]([C:13]2[CH:18]=[CH:17][C:16]([Cl:19])=[CH:15][CH:14]=2)(=[O:12])=[O:11])[CH3:9])=[CH:5][S:4][C:3]=1[C:20]([OH:22])=O.[CH3:23][C:24]1[N:28]=[C:27]([CH2:29][NH:30][C:31]([CH:33]2[O:38][C:37]3[CH:39]=[CH:40][CH:41]=[CH:42][C:36]=3[NH:35][CH2:34]2)=[O:32])[O:26][N:25]=1.C(N(CC)CC)C.CCOC(C)=O. The catalyst is S(Cl)(Cl)=O.ClCCl. The product is [Cl:1][C:2]1[C:6]([CH2:7][N:8]([S:10]([C:13]2[CH:14]=[CH:15][C:16]([Cl:19])=[CH:17][CH:18]=2)(=[O:11])=[O:12])[CH3:9])=[CH:5][S:4][C:3]=1[C:20]([N:35]1[C:36]2[CH:42]=[CH:41][CH:40]=[CH:39][C:37]=2[O:38][CH:33]([C:31]([NH:30][CH2:29][C:27]2[O:26][N:25]=[C:24]([CH3:23])[N:28]=2)=[O:32])[CH2:34]1)=[O:22]. The yield is 0.330. (6) The reactants are Br[C:2]1[N:7]=[C:6]([CH2:8][OH:9])[CH:5]=[CH:4][C:3]=1[O:10][CH2:11][CH2:12][O:13][Si:14]([C:17]([CH3:20])([CH3:19])[CH3:18])([CH3:16])[CH3:15].[CH:21]([N:24]1[CH2:29][CH2:28][NH:27][CH2:26][CH2:25]1)([CH3:23])[CH3:22].C1C=CC(P(C2C(C3C(P(C4C=CC=CC=4)C4C=CC=CC=4)=CC=C4C=3C=CC=C4)=C3C(C=CC=C3)=CC=2)C2C=CC=CC=2)=CC=1.C([O-])([O-])=O.[Cs+].[Cs+]. The catalyst is [Cl-].[Na+].O.C([O-])(=O)C.[Pd+2].C([O-])(=O)C. The product is [Si:14]([O:13][CH2:12][CH2:11][O:10][C:3]1[CH:4]=[CH:5][C:6]([CH:8]=[O:9])=[N:7][C:2]=1[N:27]1[CH2:28][CH2:29][N:24]([CH:21]([CH3:23])[CH3:22])[CH2:25][CH2:26]1)([C:17]([CH3:20])([CH3:19])[CH3:18])([CH3:16])[CH3:15]. The yield is 0.440. (7) The reactants are Br[CH2:2][CH2:3][CH2:4][CH2:5][CH2:6][Br:7].[C:8]1([C:15]2[CH:20]=[CH:19][CH:18]=[CH:17][CH:16]=2)[CH:13]=[CH:12][C:11]([OH:14])=[CH:10][CH:9]=1.C([O-])([O-])=O.[Cs+].[Cs+].O. The catalyst is CN(C=O)C. The product is [Br:7][CH2:6][CH2:5][CH2:4][CH2:3][CH2:2][O:14][C:11]1[CH:10]=[CH:9][C:8]([C:15]2[CH:20]=[CH:19][CH:18]=[CH:17][CH:16]=2)=[CH:13][CH:12]=1. The yield is 0.480. (8) The reactants are Cl[CH2:2][C:3]1[O:4][C:5]([C:8]2[CH:9]=[CH:10][C:11]3[O:15][CH:14]=[C:13]([C:16]4[CH:21]=[CH:20][CH:19]=[C:18]([O:22][C:23]([F:26])([F:25])[F:24])[CH:17]=4)[C:12]=3[CH:27]=2)=[N:6][N:7]=1.[CH3:28][SH:29].[Na]. The catalyst is O1CCCC1.C(OCC)(=O)C. The product is [CH3:28][S:29][CH2:2][C:3]1[O:4][C:5]([C:8]2[CH:9]=[CH:10][C:11]3[O:15][CH:14]=[C:13]([C:16]4[CH:21]=[CH:20][CH:19]=[C:18]([O:22][C:23]([F:26])([F:25])[F:24])[CH:17]=4)[C:12]=3[CH:27]=2)=[N:6][N:7]=1. The yield is 0.780.